Dataset: Forward reaction prediction with 1.9M reactions from USPTO patents (1976-2016). Task: Predict the product of the given reaction. Given the reactants [C:1]([O:5][C:6](=[O:15])[NH:7][C:8]1([C:11](=[O:14])[C:12]#[CH:13])[CH2:10][CH2:9]1)([CH3:4])([CH3:3])[CH3:2].[NH:16]([CH3:18])[CH3:17], predict the reaction product. The product is: [C:1]([O:5][C:6](=[O:15])[NH:7][C:8]1([C:11](=[O:14])/[CH:12]=[CH:13]/[N:16]([CH3:18])[CH3:17])[CH2:10][CH2:9]1)([CH3:4])([CH3:2])[CH3:3].